From a dataset of Reaction yield outcomes from USPTO patents with 853,638 reactions. Predict the reaction yield, written as a fraction of the theoretical maximum amount of product (1.0 means a 100% yield; for example, 0.34 means a 34% yield). (1) The reactants are [Br:1]Br.[CH3:3][C:4]1([CH3:23])[CH:8]([C:9]2[CH:14]=[CH:13][C:12]([CH3:15])=[CH:11][CH:10]=2)[C:7]2[C:16]([CH3:22])=[CH:17][C:18]([CH3:21])=[C:19]([CH3:20])[C:6]=2[O:5]1.C([O-])(=O)C.[Na+].C(#N)C. The catalyst is O. The product is [Br:1][C:17]1[C:18]([CH3:21])=[C:19]([CH3:20])[C:6]2[O:5][C:4]([CH3:23])([CH3:3])[CH:8]([C:9]3[CH:10]=[CH:11][C:12]([CH3:15])=[CH:13][CH:14]=3)[C:7]=2[C:16]=1[CH3:22]. The yield is 0.942. (2) The reactants are [C:1]([CH:6]=P(C1C=CC=CC=1)(C1C=CC=CC=1)C1C=CC=CC=1)([O:3][CH2:4][CH3:5])=[O:2].[CH2:26]([O:28][CH2:29][C:30]1[N:31]([CH2:65][C:66]([OH:69])([CH3:68])[CH3:67])[C:32]2[C:41]3[CH:40]=[CH:39][C:38]([CH:42]=O)=[CH:37][C:36]=3[N:35]=[C:34]([NH:44][C:45]([C:58]3[CH:63]=[CH:62][CH:61]=[CH:60][CH:59]=3)([C:52]3[CH:57]=[CH:56][CH:55]=[CH:54][CH:53]=3)[C:46]3[CH:51]=[CH:50][CH:49]=[CH:48][CH:47]=3)[C:33]=2[N:64]=1)[CH3:27]. The catalyst is ClCCl. The product is [CH2:26]([O:28][CH2:29][C:30]1[N:31]([CH2:65][C:66]([OH:69])([CH3:68])[CH3:67])[C:32]2[C:41]3[CH:40]=[CH:39][C:38](/[CH:42]=[CH:6]/[C:1]([O:3][CH2:4][CH3:5])=[O:2])=[CH:37][C:36]=3[N:35]=[C:34]([NH:44][C:45]([C:58]3[CH:59]=[CH:60][CH:61]=[CH:62][CH:63]=3)([C:52]3[CH:57]=[CH:56][CH:55]=[CH:54][CH:53]=3)[C:46]3[CH:47]=[CH:48][CH:49]=[CH:50][CH:51]=3)[C:33]=2[N:64]=1)[CH3:27]. The yield is 0.750.